Dataset: NCI-60 drug combinations with 297,098 pairs across 59 cell lines. Task: Regression. Given two drug SMILES strings and cell line genomic features, predict the synergy score measuring deviation from expected non-interaction effect. (1) Drug 1: CC1=C(C=C(C=C1)C(=O)NC2=CC(=CC(=C2)C(F)(F)F)N3C=C(N=C3)C)NC4=NC=CC(=N4)C5=CN=CC=C5. Drug 2: CCCCC(=O)OCC(=O)C1(CC(C2=C(C1)C(=C3C(=C2O)C(=O)C4=C(C3=O)C=CC=C4OC)O)OC5CC(C(C(O5)C)O)NC(=O)C(F)(F)F)O. Cell line: OVCAR-5. Synergy scores: CSS=44.0, Synergy_ZIP=6.52, Synergy_Bliss=7.08, Synergy_Loewe=1.37, Synergy_HSA=5.52. (2) Drug 1: CC1=C2C(C(=O)C3(C(CC4C(C3C(C(C2(C)C)(CC1OC(=O)C(C(C5=CC=CC=C5)NC(=O)OC(C)(C)C)O)O)OC(=O)C6=CC=CC=C6)(CO4)OC(=O)C)OC)C)OC. Drug 2: CN1C(=O)N2C=NC(=C2N=N1)C(=O)N. Cell line: MDA-MB-435. Synergy scores: CSS=18.4, Synergy_ZIP=-0.463, Synergy_Bliss=-10.7, Synergy_Loewe=-40.9, Synergy_HSA=-13.6.